From a dataset of NCI-60 drug combinations with 297,098 pairs across 59 cell lines. Regression. Given two drug SMILES strings and cell line genomic features, predict the synergy score measuring deviation from expected non-interaction effect. (1) Drug 1: CC12CCC(CC1=CCC3C2CCC4(C3CC=C4C5=CN=CC=C5)C)O. Drug 2: CC1=C(N=C(N=C1N)C(CC(=O)N)NCC(C(=O)N)N)C(=O)NC(C(C2=CN=CN2)OC3C(C(C(C(O3)CO)O)O)OC4C(C(C(C(O4)CO)O)OC(=O)N)O)C(=O)NC(C)C(C(C)C(=O)NC(C(C)O)C(=O)NCCC5=NC(=CS5)C6=NC(=CS6)C(=O)NCCC[S+](C)C)O. Cell line: OVCAR-5. Synergy scores: CSS=9.18, Synergy_ZIP=-4.09, Synergy_Bliss=-1.09, Synergy_Loewe=-3.07, Synergy_HSA=-0.286. (2) Drug 1: C1=CC=C(C(=C1)C(C2=CC=C(C=C2)Cl)C(Cl)Cl)Cl. Drug 2: C(CC(=O)O)C(=O)CN.Cl. Cell line: A549. Synergy scores: CSS=13.9, Synergy_ZIP=-3.00, Synergy_Bliss=1.01, Synergy_Loewe=-2.32, Synergy_HSA=1.64. (3) Drug 1: C1=NC(=NC(=O)N1C2C(C(C(O2)CO)O)O)N. Drug 2: CCC1(C2=C(COC1=O)C(=O)N3CC4=CC5=C(C=CC(=C5CN(C)C)O)N=C4C3=C2)O.Cl. Cell line: HS 578T. Synergy scores: CSS=28.8, Synergy_ZIP=-8.06, Synergy_Bliss=-0.448, Synergy_Loewe=1.74, Synergy_HSA=1.77.